Dataset: Full USPTO retrosynthesis dataset with 1.9M reactions from patents (1976-2016). Task: Predict the reactants needed to synthesize the given product. (1) Given the product [F:1][C:2]1[C:50]([F:51])=[CH:49][CH:48]=[CH:47][C:3]=1[CH2:4][S:5][C:6]1[N:11]=[C:10]([NH:12][S:13]([N:16]2[CH2:17][CH2:18][N:19]([CH3:22])[CH2:20][CH2:21]2)(=[O:14])=[O:15])[CH:9]=[C:8]([O:23][C@H:24]([CH3:46])[CH2:25][OH:26])[N:7]=1, predict the reactants needed to synthesize it. The reactants are: [F:1][C:2]1[C:50]([F:51])=[CH:49][CH:48]=[CH:47][C:3]=1[CH2:4][S:5][C:6]1[N:11]=[C:10]([NH:12][S:13]([N:16]2[CH2:21][CH2:20][N:19]([CH3:22])[CH2:18][CH2:17]2)(=[O:15])=[O:14])[CH:9]=[C:8]([O:23][C@H:24]([CH3:46])[CH2:25][O:26]C(C2C=CC=CC=2)(C2C=CC=CC=2)C2C=CC=CC=2)[N:7]=1.C(O)(C(F)(F)F)=O. (2) The reactants are: [CH3:1][O:2][C:3]1[CH:4]=[C:5]([NH:11][C:12]2[N:17]=[C:16]([N:18]3[CH:22]=[CH:21][C:20]([C:23]([F:26])([F:25])[F:24])=[N:19]3)[C:15]([C:27]3[CH:28]=[C:29]([C:35](O)=[O:36])[C:30]([O:33][CH3:34])=[N:31][CH:32]=3)=[CH:14][N:13]=2)[CH:6]=[C:7]([O:9][CH3:10])[CH:8]=1.[N:38]1([CH2:44][CH2:45][CH2:46][S:47]([NH2:50])(=[O:49])=[O:48])[CH2:43][CH2:42][O:41][CH2:40][CH2:39]1.C(N(CC)CC)C.[I-].ClC1C=CC=C[N+]=1C. Given the product [CH3:10][O:9][C:7]1[CH:6]=[C:5]([NH:11][C:12]2[N:17]=[C:16]([N:18]3[CH:22]=[CH:21][C:20]([C:23]([F:24])([F:26])[F:25])=[N:19]3)[C:15]([C:27]3[CH:28]=[C:29]([C:35]([NH:50][S:47]([CH2:46][CH2:45][CH2:44][N:38]4[CH2:39][CH2:40][O:41][CH2:42][CH2:43]4)(=[O:48])=[O:49])=[O:36])[C:30]([O:33][CH3:34])=[N:31][CH:32]=3)=[CH:14][N:13]=2)[CH:4]=[C:3]([O:2][CH3:1])[CH:8]=1, predict the reactants needed to synthesize it. (3) Given the product [CH3:6][CH:5]([CH3:7])[CH2:4][C@H:3]([NH:8][C:9](=[O:15])[O:10][C:11]([CH3:14])([CH3:13])[CH3:12])[CH:2]=[O:1], predict the reactants needed to synthesize it. The reactants are: [OH:1][CH2:2][C@@H:3]([NH:8][C:9](=[O:15])[O:10][C:11]([CH3:14])([CH3:13])[CH3:12])[CH2:4][CH:5]([CH3:7])[CH3:6].CC(OI1(OC(C)=O)(OC(C)=O)OC(=O)C2C=CC=CC1=2)=O. (4) Given the product [CH3:34][O:35][C:36]1[CH:41]=[CH:40][C:39]([C:2]2[CH:3]=[C:4]([C:30]([F:33])([F:32])[F:31])[CH:5]=[C:6]([CH2:8][O:9][CH2:10][C:11]3([C:24]4[CH:29]=[CH:28][CH:27]=[CH:26][CH:25]=4)[CH2:16][CH2:15][NH:14][CH2:13][CH2:12]3)[N:7]=2)=[CH:38][CH:37]=1, predict the reactants needed to synthesize it. The reactants are: Cl[C:2]1[N:7]=[C:6]([CH2:8][O:9][CH2:10][C:11]2([C:24]3[CH:29]=[CH:28][CH:27]=[CH:26][CH:25]=3)[CH2:16][CH2:15][N:14](C(OC(C)(C)C)=O)[CH2:13][CH2:12]2)[CH:5]=[C:4]([C:30]([F:33])([F:32])[F:31])[CH:3]=1.[CH3:34][O:35][C:36]1[CH:41]=[CH:40][C:39](B(O)O)=[CH:38][CH:37]=1. (5) Given the product [CH2:1]([N:8]1[C:16]2[C:11](=[CH:12][C:13]([NH:17][C:18]3[N:26]=[CH:25][C:24]([CH:27]4[CH2:28][CH2:29]4)=[CH:23][C:19]=3[C:20]([NH:47][S:44]([C:43]([F:49])([F:48])[F:42])(=[O:46])=[O:45])=[O:22])=[CH:14][CH:15]=2)[CH:10]=[CH:9]1)[C:2]1[CH:3]=[CH:4][CH:5]=[CH:6][CH:7]=1, predict the reactants needed to synthesize it. The reactants are: [CH2:1]([N:8]1[C:16]2[C:11](=[CH:12][C:13]([NH:17][C:18]3[N:26]=[CH:25][C:24]([CH:27]4[CH2:29][CH2:28]4)=[CH:23][C:19]=3[C:20]([OH:22])=O)=[CH:14][CH:15]=2)[CH:10]=[CH:9]1)[C:2]1[CH:7]=[CH:6][CH:5]=[CH:4][CH:3]=1.C(N1C=CN=C1)(N1C=CN=C1)=O.[F:42][C:43]([F:49])([F:48])[S:44]([NH2:47])(=[O:46])=[O:45].N12CCCN=C1CCCCC2.Cl.